This data is from Reaction yield outcomes from USPTO patents with 853,638 reactions. The task is: Predict the reaction yield, written as a fraction of the theoretical maximum amount of product (1.0 means a 100% yield; for example, 0.34 means a 34% yield). The reactants are [CH:1]([N:4]1[C:8]([C:9]2[N:18]=[C:17]3[N:11]([CH2:12][CH2:13][O:14][C:15]4[CH:22]=[C:21](O)[N:20]=[CH:19][C:16]=43)[CH:10]=2)=[N:7][CH:6]=[N:5]1)([CH3:3])[CH3:2].[CH3:24][OH:25].[OH2:26]. No catalyst specified. The product is [OH:25][C@@H:24]1[CH2:2][CH2:1][N:4]([C:21]2[N:20]=[CH:19][C:16]3[C:17]4[N:11]([CH:10]=[C:9]([C:8]5[N:4]([CH:1]([CH3:3])[CH3:2])[N:5]=[CH:6][N:7]=5)[N:18]=4)[CH2:12][CH2:13][O:14][C:15]=3[CH:22]=2)[C@@H:8]1[C:9]([NH2:18])=[O:26]. The yield is 0.0600.